This data is from Forward reaction prediction with 1.9M reactions from USPTO patents (1976-2016). The task is: Predict the product of the given reaction. (1) Given the reactants [F:1][C:2]([F:52])([F:51])[C:3]1[CH:4]=[C:5]([C@H:13]2[O:17][C:16](=[O:18])[N:15]([CH2:19][C:20]3[CH:25]=[C:24]([C:26]([F:29])([F:28])[F:27])[CH:23]=[CH:22][C:21]=3[C:30]3[CH:31]=[C:32]([C:39]4[CH:44]=[CH:43][C:42]([C:45]([O:47]C)=[O:46])=[CH:41][C:40]=4[Cl:49])[C:33]([F:38])=[CH:34][C:35]=3[O:36][CH3:37])[C@H:14]2[CH3:50])[CH:6]=[C:7]([C:9]([F:12])([F:11])[F:10])[CH:8]=1.O.[OH-].[Li+].O.O1CCOCC1, predict the reaction product. The product is: [F:12][C:9]([F:10])([F:11])[C:7]1[CH:6]=[C:5]([C@H:13]2[O:17][C:16](=[O:18])[N:15]([CH2:19][C:20]3[CH:25]=[C:24]([C:26]([F:28])([F:29])[F:27])[CH:23]=[CH:22][C:21]=3[C:30]3[CH:31]=[C:32]([C:39]4[CH:44]=[CH:43][C:42]([C:45]([OH:47])=[O:46])=[CH:41][C:40]=4[Cl:49])[C:33]([F:38])=[CH:34][C:35]=3[O:36][CH3:37])[C@H:14]2[CH3:50])[CH:4]=[C:3]([C:2]([F:52])([F:51])[F:1])[CH:8]=1. (2) Given the reactants [Cl:1][C:2]1[N:6]([CH3:7])[C:5]2[C:8]([N:12]([C:16]3[CH:21]=[CH:20][C:19]([Cl:22])=[CH:18][CH:17]=3)[CH:13]([CH3:15])[CH3:14])=[CH:9][CH:10]=[CH:11][C:4]=2[N:3]=1.[Cl:23][C:24]1[CH:30]=[C:29]([O:31][CH3:32])[C:27]([NH2:28])=[C:26]([CH3:33])[CH:25]=1, predict the reaction product. The product is: [ClH:1].[Cl:23][C:24]1[CH:25]=[C:26]([CH3:33])[C:27]([NH:28][C:2]2[N:6]([CH3:7])[C:5]3[C:8]([N:12]([C:16]4[CH:17]=[CH:18][C:19]([Cl:22])=[CH:20][CH:21]=4)[CH:13]([CH3:14])[CH3:15])=[CH:9][CH:10]=[CH:11][C:4]=3[N:3]=2)=[C:29]([O:31][CH3:32])[CH:30]=1. (3) Given the reactants [CH3:1][C:2]1([CH3:16])[C:6]([CH3:8])([CH3:7])[O:5][B:4]([C:9]2[CH:14]=[CH:13][C:12]([OH:15])=[CH:11][CH:10]=2)[O:3]1.C([O-])([O-])=O.[K+].[K+].Br[CH2:24][CH2:25][CH2:26][CH2:27][O:28][CH:29]1[CH2:34][CH2:33][CH2:32][CH2:31][O:30]1, predict the reaction product. The product is: [CH3:8][C:6]1([CH3:7])[C:2]([CH3:16])([CH3:1])[O:3][B:4]([C:9]2[CH:14]=[CH:13][C:12]([O:15][CH2:24][CH2:25][CH2:26][CH2:27][O:28][CH:29]3[CH2:34][CH2:33][CH2:32][CH2:31][O:30]3)=[CH:11][CH:10]=2)[O:5]1.